From a dataset of Full USPTO retrosynthesis dataset with 1.9M reactions from patents (1976-2016). Predict the reactants needed to synthesize the given product. (1) Given the product [C:19]([O:18][C:16]([N:13]1[CH2:14][CH2:15][CH:10]([N:9]([CH2:24][C:25]2[CH:30]=[CH:29][N:28]=[C:27]([C:31]3[CH:36]=[CH:35][CH:34]=[CH:33][C:32]=3[F:37])[CH:26]=2)[C:6]2[CH:5]=[CH:4][C:3]([O:2][CH3:1])=[CH:8][CH:7]=2)[CH2:11][CH2:12]1)=[O:17])([CH3:22])([CH3:21])[CH3:20], predict the reactants needed to synthesize it. The reactants are: [CH3:1][O:2][C:3]1[CH:8]=[CH:7][C:6]([NH:9][CH:10]2[CH2:15][CH2:14][N:13]([C:16]([O:18][C:19]([CH3:22])([CH3:21])[CH3:20])=[O:17])[CH2:12][CH2:11]2)=[CH:5][CH:4]=1.Cl[CH2:24][C:25]1[CH:30]=[CH:29][N:28]=[C:27]([C:31]2[CH:36]=[CH:35][CH:34]=[CH:33][C:32]=2[F:37])[CH:26]=1. (2) Given the product [CH2:14]([N:17]([CH2:12][CH2:11][C:9]1[CH:8]=[CH:7][C:6]2[C:2](=[O:1])[O:3][CH2:4][C:5]=2[CH:10]=1)[C:32](=[O:33])[O:31][C:28]([CH3:30])([CH3:29])[CH3:27])[CH:15]=[CH2:16], predict the reactants needed to synthesize it. The reactants are: [O:1]=[C:2]1[C:6]2[CH:7]=[CH:8][C:9]([CH2:11][CH:12]=O)=[CH:10][C:5]=2[CH2:4][O:3]1.[CH2:14]([NH2:17])[CH:15]=[CH2:16].C([BH3-])#N.[Na+].C([O-])(O)=O.[Na+].[CH3:27][C:28]([O:31][C:32](O[C:32]([O:31][C:28]([CH3:30])([CH3:29])[CH3:27])=[O:33])=[O:33])([CH3:30])[CH3:29]. (3) Given the product [F:33][CH2:32][CH2:31][O:1][C:2]1[CH:7]=[CH:6][CH:5]=[CH:4][C:3]=1[N:8]1[CH2:13][CH2:12][N:11]([CH2:14][CH2:15][CH2:16][CH2:17][N:18]2[C:23](=[O:24])[N:22]([CH3:25])[C:21](=[O:26])[CH:20]=[N:19]2)[CH2:10][CH2:9]1, predict the reactants needed to synthesize it. The reactants are: [OH:1][C:2]1[CH:7]=[CH:6][CH:5]=[CH:4][C:3]=1[N:8]1[CH2:13][CH2:12][N:11]([CH2:14][CH2:15][CH2:16][CH2:17][N:18]2[C:23](=[O:24])[N:22]([CH3:25])[C:21](=[O:26])[CH:20]=[N:19]2)[CH2:10][CH2:9]1.S(C1C=CC(C)=CC=1)(O[CH2:31][CH2:32][F:33])(=O)=O.C(=O)([O-])[O-].[Cs+].[Cs+].CO.ClCCl. (4) Given the product [C:26]([O:30][C:31]([N:33]1[CH2:34][CH:35]=[C:36]([C:2]2[CH:3]=[CH:4][C:5]3[O:14][CH2:13][CH2:12][C:11]4[N:7]([N:8]=[C:9]([C:15]5[N:16]([CH2:20][C:21]([F:24])([F:22])[F:23])[N:17]=[CH:18][N:19]=5)[CH:10]=4)[C:6]=3[CH:25]=2)[CH2:37][CH2:38]1)=[O:32])([CH3:29])([CH3:27])[CH3:28], predict the reactants needed to synthesize it. The reactants are: Br[C:2]1[CH:3]=[CH:4][C:5]2[O:14][CH2:13][CH2:12][C:11]3[N:7]([N:8]=[C:9]([C:15]4[N:16]([CH2:20][C:21]([F:24])([F:23])[F:22])[N:17]=[CH:18][N:19]=4)[CH:10]=3)[C:6]=2[CH:25]=1.[C:26]([O:30][C:31]([N:33]1[CH2:38][CH:37]=[C:36](B2OC(C)(C)C(C)(C)O2)[CH2:35][CH2:34]1)=[O:32])([CH3:29])([CH3:28])[CH3:27].C(=O)([O-])[O-].[K+].[K+]. (5) The reactants are: [CH:1]1([C:4]2[C:8]([C:9]#[N:10])=[CH:7][N:6]([C:11]3[CH:12]=[N:13][C:14]([C:17]([F:20])([F:19])[F:18])=[CH:15][CH:16]=3)[N:5]=2)[CH2:3][CH2:2]1. Given the product [CH:1]1([C:4]2[C:8]([CH2:9][NH2:10])=[CH:7][N:6]([C:11]3[CH:12]=[N:13][C:14]([C:17]([F:18])([F:20])[F:19])=[CH:15][CH:16]=3)[N:5]=2)[CH2:3][CH2:2]1, predict the reactants needed to synthesize it.